Dataset: Full USPTO retrosynthesis dataset with 1.9M reactions from patents (1976-2016). Task: Predict the reactants needed to synthesize the given product. Given the product [CH:16]([CH:13]1[CH2:12][CH2:11][N:10]([C:5]2[CH:4]=[CH:3][C:2]([NH:1][C:32](=[O:33])[CH:31]([CH2:35][CH3:36])[CH2:29][CH3:30])=[CH:9][C:6]=2[C:7]#[N:8])[CH2:15][CH2:14]1)([C:17]1[CH:18]=[CH:19][CH:20]=[CH:21][CH:22]=1)[C:23]1[CH:24]=[CH:25][CH:26]=[CH:27][CH:28]=1, predict the reactants needed to synthesize it. The reactants are: [NH2:1][C:2]1[CH:3]=[CH:4][C:5]([N:10]2[CH2:15][CH2:14][CH:13]([CH:16]([C:23]3[CH:28]=[CH:27][CH:26]=[CH:25][CH:24]=3)[C:17]3[CH:22]=[CH:21][CH:20]=[CH:19][CH:18]=3)[CH2:12][CH2:11]2)=[C:6]([CH:9]=1)[C:7]#[N:8].[CH2:29]([CH:31]([CH2:35][CH3:36])[C:32](Cl)=[O:33])[CH3:30].